This data is from NCI-60 drug combinations with 297,098 pairs across 59 cell lines. The task is: Regression. Given two drug SMILES strings and cell line genomic features, predict the synergy score measuring deviation from expected non-interaction effect. (1) Drug 1: CC1C(C(=O)NC(C(=O)N2CCCC2C(=O)N(CC(=O)N(C(C(=O)O1)C(C)C)C)C)C(C)C)NC(=O)C3=C4C(=C(C=C3)C)OC5=C(C(=O)C(=C(C5=N4)C(=O)NC6C(OC(=O)C(N(C(=O)CN(C(=O)C7CCCN7C(=O)C(NC6=O)C(C)C)C)C)C(C)C)C)N)C. Drug 2: CC1CCCC2(C(O2)CC(NC(=O)CC(C(C(=O)C(C1O)C)(C)C)O)C(=CC3=CSC(=N3)C)C)C. Cell line: HCT116. Synergy scores: CSS=75.1, Synergy_ZIP=-2.60, Synergy_Bliss=-3.33, Synergy_Loewe=-0.900, Synergy_HSA=2.15. (2) Drug 1: C1C(C(OC1N2C=NC3=C(N=C(N=C32)Cl)N)CO)O. Drug 2: CS(=O)(=O)CCNCC1=CC=C(O1)C2=CC3=C(C=C2)N=CN=C3NC4=CC(=C(C=C4)OCC5=CC(=CC=C5)F)Cl. Cell line: ACHN. Synergy scores: CSS=46.1, Synergy_ZIP=-7.84, Synergy_Bliss=-5.15, Synergy_Loewe=-10.8, Synergy_HSA=-2.53. (3) Drug 1: C1CCC(C1)C(CC#N)N2C=C(C=N2)C3=C4C=CNC4=NC=N3. Drug 2: CC1=C(C=C(C=C1)C(=O)NC2=CC(=CC(=C2)C(F)(F)F)N3C=C(N=C3)C)NC4=NC=CC(=N4)C5=CN=CC=C5. Cell line: SF-295. Synergy scores: CSS=2.39, Synergy_ZIP=-2.35, Synergy_Bliss=-4.33, Synergy_Loewe=-2.86, Synergy_HSA=-3.11. (4) Drug 1: CC12CCC(CC1=CCC3C2CCC4(C3CC=C4C5=CN=CC=C5)C)O. Drug 2: C1CC(=O)NC(=O)C1N2C(=O)C3=CC=CC=C3C2=O. Cell line: SK-MEL-28. Synergy scores: CSS=3.25, Synergy_ZIP=2.33, Synergy_Bliss=4.53, Synergy_Loewe=-0.150, Synergy_HSA=1.76. (5) Synergy scores: CSS=50.8, Synergy_ZIP=7.80, Synergy_Bliss=6.53, Synergy_Loewe=-15.6, Synergy_HSA=6.86. Drug 2: CCC1(CC2CC(C3=C(CCN(C2)C1)C4=CC=CC=C4N3)(C5=C(C=C6C(=C5)C78CCN9C7C(C=CC9)(C(C(C8N6C=O)(C(=O)OC)O)OC(=O)C)CC)OC)C(=O)OC)O.OS(=O)(=O)O. Cell line: NCI-H522. Drug 1: CC12CCC(CC1=CCC3C2CCC4(C3CC=C4C5=CN=CC=C5)C)O.